This data is from Experimentally validated miRNA-target interactions with 360,000+ pairs, plus equal number of negative samples. The task is: Binary Classification. Given a miRNA mature sequence and a target amino acid sequence, predict their likelihood of interaction. (1) Result: 1 (interaction). The protein sequence of the target gene is MAAALRVAAVGARLSVLASGLRAAVRSLCSQATSVNERIENKRRTALLGGGQRRIDAQHKRGKLTARERISLLLDPGSFVESDMFVEHRCADFGMAADKNKFPGDSVVTGRGRINGRLVYVFSQDFTVFGGSLSGAHAQKICKIMDQAITVGAPVIGLNDSGGARIQEGVESLAGYADIFLRNVTASGVIPQISLIMGPCAGGAVYSPALTDFTFMVKDTSYLFITGPDVVKSVTNEDVTQEELGGAKTHTTMSGVAHRAFENDVDALCNLRDFFNYLPLSSQDPAPVRECHDPSDRLVP.... The miRNA is hsa-miR-6779-5p with sequence CUGGGAGGGGCUGGGUUUGGC. (2) The miRNA is hsa-miR-4295 with sequence CAGUGCAAUGUUUUCCUU. The protein sequence of the target gene is MSSSRAQQMHAFSWIRNTLEEHPETSLPKQEVYDEYKSYCDNLGYHPLSAADFGKIMKNVFPNMKARRLGTRGKSKYCYSGLRKKAFVHMPTLPNLDFHKTGDGLEGAEPSGQLQNIDEEVISSACRLVCEWAQKVLSQPFDTVLELARFLVKSHYIGTKSMAALTVMAAAPAGMKGITQPSAFIPTAESNSFQPQVKTLPSPIDAKQQLQRKIQKKQQEQKLQSPLPGESAAKKSESATSNGVTNLPNGNPSILSPQPIGIVVAAVPSPIPVQRTRQLVTSPSPMSSSDGKVLPLNVQV.... Result: 1 (interaction). (3) The miRNA is hsa-miR-6760-5p with sequence CAGGGAGAAGGUGGAAGUGCAGA. The protein sequence of the target gene is MLLPLLLSSLLGGSQAMDGRFWIRVQESVMVPEGLCISVPCSFSYPRQDWTGSTPAYGYWFKAVTETTKGAPVATNHQSREVEMSTRGRFQLTGDPAKGNCSLVIRDAQMQDESQYFFRVERGSYVRYNFMNDGFFLKVTALTQKPDVYIPETLEPGQPVTVICVFNWAFEECPPPSFSWTGAALSSQGTKPTTSHFSVLSFTPRPQDHNTDLTCHVDFSRKGVSAQRTVRLRVAYAPRDLVISISRDNTPALEPQPQGNVPYLEAQKGQFLRLLCAADSQPPATLSWVLQNRVLSSSHP.... Result: 1 (interaction).